From a dataset of Catalyst prediction with 721,799 reactions and 888 catalyst types from USPTO. Predict which catalyst facilitates the given reaction. Reactant: [CH2:1]([O:8][C@@H:9]1[C@@H:14]([O:15][CH2:16][C:17]2[CH:22]=[CH:21][CH:20]=[CH:19][CH:18]=2)[C@H:13]([O:23][CH2:24][C:25]2[CH:30]=[CH:29][CH:28]=[CH:27][CH:26]=2)[C@@H:12]([CH2:31][O:32][CH2:33][C:34]2[CH:39]=[CH:38][CH:37]=[CH:36][CH:35]=2)[O:11][C@H:10]1[C:40]1[C:48]2[C:43](=[C:44]([CH3:49])[CH:45]=[CH:46][CH:47]=2)[N:42]([CH2:50][C:51]2[CH:56]=[CH:55][C:54](/[CH:57]=[CH:58]/[CH2:59][C:60]([OH:62])=[O:61])=[CH:53][CH:52]=2)[CH:41]=1)[C:2]1[CH:7]=[CH:6][CH:5]=[CH:4][CH:3]=1.[CH2:63]([O:70][CH2:71][CH2:72]O)[C:64]1[CH:69]=[CH:68][CH:67]=[CH:66][CH:65]=1.C1(N=C=NC2CCCCC2)CCCCC1. Product: [CH2:1]([O:8][C@@H:9]1[C@@H:14]([O:15][CH2:16][C:17]2[CH:22]=[CH:21][CH:20]=[CH:19][CH:18]=2)[C@H:13]([O:23][CH2:24][C:25]2[CH:30]=[CH:29][CH:28]=[CH:27][CH:26]=2)[C@@H:12]([CH2:31][O:32][CH2:33][C:34]2[CH:39]=[CH:38][CH:37]=[CH:36][CH:35]=2)[O:11][C@H:10]1[C:40]1[C:48]2[C:43](=[C:44]([CH3:49])[CH:45]=[CH:46][CH:47]=2)[N:42]([CH2:50][C:51]2[CH:56]=[CH:55][C:54](/[CH:57]=[CH:58]/[CH2:59][C:60]([O:62][CH2:72][CH2:71][O:70][CH2:63][C:64]3[CH:69]=[CH:68][CH:67]=[CH:66][CH:65]=3)=[O:61])=[CH:53][CH:52]=2)[CH:41]=1)[C:2]1[CH:3]=[CH:4][CH:5]=[CH:6][CH:7]=1. The catalyst class is: 119.